From a dataset of NCI-60 drug combinations with 297,098 pairs across 59 cell lines. Regression. Given two drug SMILES strings and cell line genomic features, predict the synergy score measuring deviation from expected non-interaction effect. Drug 1: C1=CC(=C2C(=C1NCCNCCO)C(=O)C3=C(C=CC(=C3C2=O)O)O)NCCNCCO. Drug 2: CN1C(=O)N2C=NC(=C2N=N1)C(=O)N. Cell line: EKVX. Synergy scores: CSS=17.0, Synergy_ZIP=9.23, Synergy_Bliss=4.59, Synergy_Loewe=-31.4, Synergy_HSA=0.980.